This data is from NCI-60 drug combinations with 297,098 pairs across 59 cell lines. The task is: Regression. Given two drug SMILES strings and cell line genomic features, predict the synergy score measuring deviation from expected non-interaction effect. (1) Synergy scores: CSS=-9.36, Synergy_ZIP=5.46, Synergy_Bliss=3.72, Synergy_Loewe=-5.38, Synergy_HSA=-5.38. Drug 2: CC12CCC3C(C1CCC2OP(=O)(O)O)CCC4=C3C=CC(=C4)OC(=O)N(CCCl)CCCl.[Na+]. Drug 1: C1CCN(CC1)CCOC2=CC=C(C=C2)C(=O)C3=C(SC4=C3C=CC(=C4)O)C5=CC=C(C=C5)O. Cell line: CCRF-CEM. (2) Drug 2: C1=NNC2=C1C(=O)NC=N2. Synergy scores: CSS=7.27, Synergy_ZIP=-1.73, Synergy_Bliss=1.28, Synergy_Loewe=1.89, Synergy_HSA=2.25. Cell line: UO-31. Drug 1: CC1=CC2C(CCC3(C2CCC3(C(=O)C)OC(=O)C)C)C4(C1=CC(=O)CC4)C. (3) Drug 1: C1CCC(C1)C(CC#N)N2C=C(C=N2)C3=C4C=CNC4=NC=N3. Drug 2: CC1=C(C=C(C=C1)NC(=O)C2=CC=C(C=C2)CN3CCN(CC3)C)NC4=NC=CC(=N4)C5=CN=CC=C5. Cell line: HOP-62. Synergy scores: CSS=2.17, Synergy_ZIP=-1.36, Synergy_Bliss=-0.805, Synergy_Loewe=-22.2, Synergy_HSA=-2.24. (4) Drug 1: COC1=C(C=C2C(=C1)N=CN=C2NC3=CC(=C(C=C3)F)Cl)OCCCN4CCOCC4. Drug 2: COC1=NC(=NC2=C1N=CN2C3C(C(C(O3)CO)O)O)N. Cell line: SF-268. Synergy scores: CSS=12.5, Synergy_ZIP=-0.164, Synergy_Bliss=6.68, Synergy_Loewe=-2.96, Synergy_HSA=2.47. (5) Drug 1: C(CC(=O)O)C(=O)CN.Cl. Drug 2: C1CCC(C(C1)N)N.C(=O)(C(=O)[O-])[O-].[Pt+4]. Cell line: DU-145. Synergy scores: CSS=23.0, Synergy_ZIP=-8.12, Synergy_Bliss=-6.62, Synergy_Loewe=-9.57, Synergy_HSA=-5.59. (6) Synergy scores: CSS=5.91, Synergy_ZIP=-0.131, Synergy_Bliss=3.58, Synergy_Loewe=3.08, Synergy_HSA=3.13. Cell line: 786-0. Drug 1: CCCS(=O)(=O)NC1=C(C(=C(C=C1)F)C(=O)C2=CNC3=C2C=C(C=N3)C4=CC=C(C=C4)Cl)F. Drug 2: CNC(=O)C1=CC=CC=C1SC2=CC3=C(C=C2)C(=NN3)C=CC4=CC=CC=N4. (7) Synergy scores: CSS=-1.85, Synergy_ZIP=3.27, Synergy_Bliss=3.32, Synergy_Loewe=0.907, Synergy_HSA=-0.888. Drug 1: C1CCN(CC1)CCOC2=CC=C(C=C2)C(=O)C3=C(SC4=C3C=CC(=C4)O)C5=CC=C(C=C5)O. Cell line: ACHN. Drug 2: CC1=C(C=C(C=C1)NC(=O)C2=CC=C(C=C2)CN3CCN(CC3)C)NC4=NC=CC(=N4)C5=CN=CC=C5. (8) Drug 1: C1=NNC2=C1C(=O)NC=N2. Drug 2: C1CN(P(=O)(OC1)NCCCl)CCCl. Cell line: PC-3. Synergy scores: CSS=-1.95, Synergy_ZIP=2.97, Synergy_Bliss=1.87, Synergy_Loewe=2.79, Synergy_HSA=-3.65.